Dataset: Full USPTO retrosynthesis dataset with 1.9M reactions from patents (1976-2016). Task: Predict the reactants needed to synthesize the given product. (1) Given the product [ClH:26].[F:2][C:3]1[CH:8]=[CH:7][C:6]([NH:9][C:10]2[CH:15]=[CH:14][N:13]=[C:12]([NH:16][C:17]3[CH:22]=[CH:21][C:20]([S:23]([N:41]([CH3:42])[CH:38]4[CH2:39][CH2:40][NH:35][CH2:36][CH2:37]4)(=[O:25])=[O:24])=[CH:19][CH:18]=3)[N:11]=2)=[CH:5][C:4]=1[CH3:27], predict the reactants needed to synthesize it. The reactants are: Cl.[F:2][C:3]1[CH:8]=[CH:7][C:6]([NH:9][C:10]2[CH:15]=[CH:14][N:13]=[C:12]([NH:16][C:17]3[CH:22]=[CH:21][C:20]([S:23]([Cl:26])(=[O:25])=[O:24])=[CH:19][CH:18]=3)[N:11]=2)=[CH:5][C:4]=1[CH3:27].C(OC([N:35]1[CH2:40][CH2:39][CH:38]([NH:41][CH3:42])[CH2:37][CH2:36]1)=O)(C)(C)C. (2) Given the product [Cl:9][C:10]1[S:11][C:12]([C:5](=[O:7])[CH3:6])=[CH:13][CH:14]=1, predict the reactants needed to synthesize it. The reactants are: [Cl-].[Cl-].[Cl-].[Al+3].[C:5](Cl)(=[O:7])[CH3:6].[Cl:9][C:10]1[S:11][CH:12]=[CH:13][CH:14]=1. (3) Given the product [F:19][CH:3]([F:2])[O:4][C:5]1[CH:10]=[CH:9][C:8]([C@@:11]23[CH2:13][CH2:12][C:28](=[O:29])[CH2:30][C@@H:31]2[N:16]([CH3:32])[CH2:15][CH2:14]3)=[CH:7][C:6]=1[O:17][CH3:18], predict the reactants needed to synthesize it. The reactants are: Cl.[F:2][CH:3]([F:19])[O:4][C:5]1[CH:10]=[CH:9][C:8]([C:11]2(/[CH:14]=[CH:15]/[NH2:16])[CH2:13][CH2:12]2)=[CH:7][C:6]=1[O:17][CH3:18].[O-]S([O-])(=O)=O.[Na+].[Na+].C[C:28]([CH:30]=[CH2:31])=[O:29].[CH2:32](Cl)Cl.